From a dataset of Reaction yield outcomes from USPTO patents with 853,638 reactions. Predict the reaction yield, written as a fraction of the theoretical maximum amount of product (1.0 means a 100% yield; for example, 0.34 means a 34% yield). (1) The reactants are [Br:1][C:2]1[CH:7]=[CH:6][CH:5]=[C:4]([Br:8])[CH:3]=1.[CH2:9](I)[CH3:10].[Li+].CC([N-]C(C)C)C.[NH4+].[Cl-]. The catalyst is C1COCC1. The product is [Br:1][C:2]1[CH:7]=[CH:6][CH:5]=[C:4]([Br:8])[C:3]=1[CH2:9][CH3:10]. The yield is 0.799. (2) The reactants are [N:1]1[CH:6]=[CH:5][CH:4]=[CH:3][C:2]=1[C:7]1[O:8][C:9]([C:12]2[CH:17]=[CH:16][CH:15]=[C:14](I)[CH:13]=2)=[N:10][N:11]=1.[CH3:19][N:20](C)C=O. The catalyst is C(OCC)(=O)C.[C-]#N.[Zn+2].[C-]#N.C1C=CC([P]([Pd]([P](C2C=CC=CC=2)(C2C=CC=CC=2)C2C=CC=CC=2)([P](C2C=CC=CC=2)(C2C=CC=CC=2)C2C=CC=CC=2)[P](C2C=CC=CC=2)(C2C=CC=CC=2)C2C=CC=CC=2)(C2C=CC=CC=2)C2C=CC=CC=2)=CC=1. The product is [N:1]1[CH:6]=[CH:5][CH:4]=[CH:3][C:2]=1[C:7]1[O:8][C:9]([C:12]2[CH:17]=[CH:16][CH:15]=[C:14]([C:19]#[N:20])[CH:13]=2)=[N:10][N:11]=1. The yield is 0.300.